Dataset: Antibody developability classification from SAbDab with 2,409 antibodies. Task: Regression/Classification. Given an antibody's heavy chain and light chain sequences, predict its developability. TAP uses regression for 5 developability metrics; SAbDab uses binary classification. (1) Result: 0 (not developable). The antibody is ['EVQLVESGGGLVKPGGSLRLACVGSEFTFSEAWMTWVRQAPGKGLEWVGHMRPTTEGGAKDYAAAVRGRFTIARDDSKSTLYLQMNSLKIEDTGVYYCMTGVERGDFWSDDYSQHYNTYLIDVWGKGTTVTVSS', 'EIVLTQSPGTLSLSPGDRATLSCRATQSVGGDYFAWYQQRPGQSPRLLIYGTSRRAAGIPDRFSGSGSGTDFTLTIDRLEPEDFAVYYCRQYETSFTFGPGTKVDIK']. (2) The antibody is ['4h0g', '4h0h_b']. Result: 0 (not developable).